This data is from Experimentally validated miRNA-target interactions with 360,000+ pairs, plus equal number of negative samples. The task is: Binary Classification. Given a miRNA mature sequence and a target amino acid sequence, predict their likelihood of interaction. (1) The miRNA is hsa-miR-2114-3p with sequence CGAGCCUCAAGCAAGGGACUU. The protein sequence of the target gene is MSATRAKKVKMATKSCPECDQQVPVACKSCPCGYIFISRKLLNAKHSEKSPPSTENKHEAKRRRTERVRREKINSTVNKDLENRKRSRSNSHSDHIRRGRGRPKSASAKKHEEEREKQEKEIDIYANLSDEKAFVFSVALAEINRKIINQRLIL. Result: 0 (no interaction). (2) The protein sequence of the target gene is MTLEEFSAGEQKTERMDKVGDALEEVLSKALSQRTITVGVYEAAKLLNVDPDNVVLCLLAADEDDDRDVALQIHFTLIQAFCCENDINILRVSNPGRLAELLLLETDAGPAASEGAEQPPDLHCVLVTNPHSSQWKDPALSQLICFCRESRYMDQWVPVINLPER. Result: 1 (interaction). The miRNA is hsa-miR-374a-5p with sequence UUAUAAUACAACCUGAUAAGUG.